Dataset: Forward reaction prediction with 1.9M reactions from USPTO patents (1976-2016). Task: Predict the product of the given reaction. (1) Given the reactants [F:1][C:2]1[CH:17]=[CH:16][C:5]([C:6]([NH:8][C:9]2[CH:14]=[CH:13][CH:12]=[CH:11][C:10]=2[OH:15])=O)=[CH:4][CH:3]=1.OS(O)(=O)=O.CS(O)(=O)=O.C1(C)C=CC(S(O)(=O)=O)=CC=1, predict the reaction product. The product is: [F:1][C:2]1[CH:17]=[CH:16][C:5]([C:6]2[O:15][C:10]3[CH:11]=[CH:12][CH:13]=[CH:14][C:9]=3[N:8]=2)=[CH:4][CH:3]=1. (2) Given the reactants [OH:1][CH2:2][C@H:3]1[CH2:8][CH2:7][C@H:6]([C:9]([OH:11])=[O:10])[CH2:5][CH2:4]1.C(=O)([O-])[O-].[K+].[K+].[CH2:18](Br)[C:19]1[CH:24]=[CH:23][CH:22]=[CH:21][CH:20]=1, predict the reaction product. The product is: [OH:1][CH2:2][C@H:3]1[CH2:4][CH2:5][C@H:6]([C:9]([O:11][CH2:18][C:19]2[CH:24]=[CH:23][CH:22]=[CH:21][CH:20]=2)=[O:10])[CH2:7][CH2:8]1. (3) Given the reactants C1(P(C2C=CC=CC=2)C2C=CC=CC=2)C=CC=CC=1.[C:20]([Br:24])(Br)(Br)Br.[I:25][C:26]1[C:27](CO)=[CH:28][C:29]2[C:34]([CH:35]=1)=[CH:33][CH:32]=[CH:31][CH:30]=2, predict the reaction product. The product is: [Br:24][CH2:20][C:27]1[C:26]([I:25])=[CH:35][C:34]2[C:29](=[CH:30][CH:31]=[CH:32][CH:33]=2)[CH:28]=1. (4) Given the reactants [Cl:1][C:2]1[CH:7]=[CH:6][C:5]([S:8]([N:11]([C@H:19]([CH2:23][CH:24]([CH3:26])[CH3:25])[C:20]([NH2:22])=[O:21])[CH2:12][CH:13]2[CH2:18][CH2:17][NH:16][CH2:15][CH2:14]2)(=[O:10])=[O:9])=[CH:4][CH:3]=1.CCN(CC)CC.[N:34]([CH2:37][CH2:38][C:39]1[CH:44]=[CH:43][CH:42]=[CH:41][CH:40]=1)=[C:35]=[O:36].C([O-])(O)=O.[Na+], predict the reaction product. The product is: [CH2:37]([NH:34][C:35]([N:16]1[CH2:15][CH2:14][CH:13]([CH2:12][N:11]([C@@H:19]([C:20](=[O:21])[NH2:22])[CH2:23][CH:24]([CH3:26])[CH3:25])[S:8]([C:5]2[CH:6]=[CH:7][C:2]([Cl:1])=[CH:3][CH:4]=2)(=[O:9])=[O:10])[CH2:18][CH2:17]1)=[O:36])[CH2:38][C:39]1[CH:44]=[CH:43][CH:42]=[CH:41][CH:40]=1. (5) Given the reactants [S:1]1[C:6]2[CH:7]=[CH:8][CH:9]=[CH:10][C:5]=2[NH:4][C:3](=[O:11])[CH2:2]1.Br[CH2:13][C@H:14]([CH3:24])[CH2:15][O:16][Si:17]([C:20]([CH3:23])([CH3:22])[CH3:21])([CH3:19])[CH3:18].C(=O)([O-])[O-].[Cs+].[Cs+], predict the reaction product. The product is: [C:20]([Si:17]([CH3:18])([CH3:19])[O:16][CH2:15][C@@H:14]([CH3:13])[CH2:24][N:4]1[C:5]2[CH:10]=[CH:9][CH:8]=[CH:7][C:6]=2[S:1][CH2:2][C:3]1=[O:11])([CH3:23])([CH3:22])[CH3:21].